Dataset: Forward reaction prediction with 1.9M reactions from USPTO patents (1976-2016). Task: Predict the product of the given reaction. (1) Given the reactants [Cl:1][C:2]1[CH:3]=[N:4][CH:5]=[CH:6][C:7]=1[C:8]1[O:9][C:10]2[CH:16]=[CH:15][C:14]([C:17]([F:20])([F:19])[F:18])=[CH:13][C:11]=2[N:12]=1.ClC1C=CC=C(C(OO)=[O:29])C=1, predict the reaction product. The product is: [Cl:1][C:2]1[CH:3]=[N+:4]([O-:29])[CH:5]=[CH:6][C:7]=1[C:8]1[O:9][C:10]2[CH:16]=[CH:15][C:14]([C:17]([F:20])([F:18])[F:19])=[CH:13][C:11]=2[N:12]=1. (2) Given the reactants [C:1]1([C:7]2[CH:15]=[CH:14][CH:13]=[C:12]3[C:8]=2[CH:9]=[CH:10][CH2:11]3)[CH:6]=[CH:5][CH:4]=[CH:3][CH:2]=1.CO[CH2:18][CH2:19]OC.[OH-].[K+].[C:24]1(=O)[CH2:27][CH2:26][CH2:25]1, predict the reaction product. The product is: [C:1]1([C:7]2[CH:15]=[CH:14][CH:13]=[C:12]3[C:8]=2[CH:9]=[CH:10][CH:11]3[C:24]2([CH:11]3[C:12]4[C:8](=[C:7]([C:19]5[CH:18]=[CH:6][CH:1]=[CH:2][CH:3]=5)[CH:15]=[CH:14][CH:13]=4)[CH:9]=[CH:10]3)[CH2:27][CH2:26][CH2:25]2)[CH:2]=[CH:3][CH:4]=[CH:5][CH:6]=1. (3) Given the reactants [NH:1]1[C:9]2[C:4](=[CH:5][C:6]([O:10][C:11]3[C:20]4[C:15](=[CH:16][C:17]([O:23][CH2:24][C@@H:25]5[CH2:27][O:26]5)=[C:18]([O:21][CH3:22])[CH:19]=4)[N:14]=[CH:13][N:12]=3)=[CH:7][CH:8]=2)[CH:3]=[CH:2]1.[NH:28]1[CH2:32][CH2:31][CH2:30][CH2:29]1, predict the reaction product. The product is: [OH:26][C@@H:25]([CH2:27][N:28]1[CH2:32][CH2:31][CH2:30][CH2:29]1)[CH2:24][O:23][C:17]1[CH:16]=[C:15]2[C:20]([C:11]([O:10][C:6]3[CH:5]=[C:4]4[C:9](=[CH:8][CH:7]=3)[NH:1][CH:2]=[CH:3]4)=[N:12][CH:13]=[N:14]2)=[CH:19][C:18]=1[O:21][CH3:22]. (4) Given the reactants [NH4+].F[C:3](F)([F:25])[C:4]([F:24])([F:23])[C:5]([F:22])([F:21])[C:6]([F:20])([F:19])[C:7]([F:18])([F:17])C(F)(F)C(F)(F)C([O-])=O, predict the reaction product. The product is: [F:24][C:4]1([F:23])[C:3]2([F:25])[C:3]([F:25])([C:4]([F:23])([F:24])[C:5]([F:21])([F:22])[C:6]([F:19])([F:20])[C:7]2([F:18])[F:17])[C:7]([F:17])([F:18])[C:6]([F:20])([F:19])[C:5]1([F:22])[F:21]. (5) Given the reactants Cl[C:2]1[CH:7]=[C:6]([CH2:8][N:9]2[C:13]([CH3:14])=[N:12][C:11]([C:15]3[CH:19]=[C:18]([C:20]4[CH:25]=[CH:24][C:23]([O:26][C:27]([F:30])([F:29])[F:28])=[CH:22][CH:21]=4)[O:17][N:16]=3)=[N:10]2)[CH:5]=[CH:4][N:3]=1.[CH3:31][S:32]([CH:35]1[CH2:40][CH2:39][NH:38][CH2:37][CH2:36]1)(=[O:34])=[O:33], predict the reaction product. The product is: [CH3:14][C:13]1[N:9]([CH2:8][C:6]2[CH:5]=[CH:4][N:3]=[C:2]([N:38]3[CH2:39][CH2:40][CH:35]([S:32]([CH3:31])(=[O:34])=[O:33])[CH2:36][CH2:37]3)[CH:7]=2)[N:10]=[C:11]([C:15]2[CH:19]=[C:18]([C:20]3[CH:25]=[CH:24][C:23]([O:26][C:27]([F:30])([F:29])[F:28])=[CH:22][CH:21]=3)[O:17][N:16]=2)[N:12]=1.